Predict the reactants needed to synthesize the given product. From a dataset of Full USPTO retrosynthesis dataset with 1.9M reactions from patents (1976-2016). (1) Given the product [C:26]([NH:9][CH2:8][CH2:7][CH2:6][CH2:5][C@@H:4]([C:10]([OH:12])=[O:11])[NH2:3])([C:20]1[CH:25]=[CH:24][CH:23]=[CH:22][CH:21]=1)([C:33]1[CH:34]=[CH:35][CH:36]=[CH:37][CH:38]=1)[C:27]1[CH:28]=[CH:29][CH:30]=[CH:31][CH:32]=1, predict the reactants needed to synthesize it. The reactants are: Cl.Cl.[NH2:3][C@H:4]([C:10]([OH:12])=[O:11])[CH2:5][CH2:6][CH2:7][CH2:8][NH2:9].C(N(CC)CC)C.[C:20]1([C:26](Cl)([C:33]2[CH:38]=[CH:37][CH:36]=[CH:35][CH:34]=2)[C:27]2[CH:32]=[CH:31][CH:30]=[CH:29][CH:28]=2)[CH:25]=[CH:24][CH:23]=[CH:22][CH:21]=1.CO. (2) The reactants are: [NH2:1][C:2]1[CH:3]=[N:4][C:5]2[C:10]([C:11]=1[NH:12][CH2:13][CH:14]1[CH2:19][CH2:18][N:17]([C:20]([O:22][C:23]([CH3:26])([CH3:25])[CH3:24])=[O:21])[CH2:16][CH2:15]1)=[CH:9][CH:8]=[C:7]([Br:27])[CH:6]=2.[C:28](OC)(OC)(OC)[CH2:29][CH2:30][CH3:31]. Given the product [Br:27][C:7]1[CH:8]=[CH:9][C:10]2[C:11]3[N:12]([CH2:13][CH:14]4[CH2:19][CH2:18][N:17]([C:20]([O:22][C:23]([CH3:24])([CH3:26])[CH3:25])=[O:21])[CH2:16][CH2:15]4)[C:28]([CH2:29][CH2:30][CH3:31])=[N:1][C:2]=3[CH:3]=[N:4][C:5]=2[CH:6]=1, predict the reactants needed to synthesize it. (3) Given the product [CH3:14][C:9]1[C:4]2[O:3][CH2:2][O:1][C:5]=2[CH:6]=[CH:7][C:8]=1[C:10]([OH:12])=[O:11], predict the reactants needed to synthesize it. The reactants are: [O:1]1[C:5]2[CH:6]=[CH:7][C:8]([C:10]([OH:12])=[O:11])=[CH:9][C:4]=2[O:3][CH2:2]1.[Li][CH2:14]CCC.CI. (4) Given the product [C:1]([C:3]1[CH:4]=[C:5]([C:16]2[CH:21]=[CH:20][N:19]=[C:18]3[NH:22][C:23]([C:25]4[CH:26]=[N:27][N:28]([CH:30]5[CH2:33][N:32]([C:34]([O:36][C:37]([CH3:40])([CH3:39])[CH3:38])=[O:35])[CH2:31]5)[CH:29]=4)=[CH:24][C:17]=23)[CH:6]=[CH:7][C:8]=1[O:9][CH:10]1[CH2:11][CH2:12][O:13][CH2:14][CH2:15]1)#[N:2], predict the reactants needed to synthesize it. The reactants are: [C:1]([C:3]1[CH:4]=[C:5]([C:16]2[CH:21]=[CH:20][N:19]=[C:18]3[N:22](S(C4C=CC=CC=4)(=O)=O)[C:23]([C:25]4[CH:26]=[N:27][N:28]([CH:30]5[CH2:33][N:32]([C:34]([O:36][C:37]([CH3:40])([CH3:39])[CH3:38])=[O:35])[CH2:31]5)[CH:29]=4)=[CH:24][C:17]=23)[CH:6]=[CH:7][C:8]=1[O:9][CH:10]1[CH2:15][CH2:14][O:13][CH2:12][CH2:11]1)#[N:2].C(=O)([O-])[O-].[Cs+].[Cs+].FC(F)(F)CO.